Regression. Given two drug SMILES strings and cell line genomic features, predict the synergy score measuring deviation from expected non-interaction effect. From a dataset of NCI-60 drug combinations with 297,098 pairs across 59 cell lines. (1) Drug 1: C1C(C(OC1N2C=NC3=C(N=C(N=C32)Cl)N)CO)O. Drug 2: CNC(=O)C1=NC=CC(=C1)OC2=CC=C(C=C2)NC(=O)NC3=CC(=C(C=C3)Cl)C(F)(F)F. Cell line: SK-MEL-28. Synergy scores: CSS=20.9, Synergy_ZIP=-6.55, Synergy_Bliss=-5.73, Synergy_Loewe=-10.3, Synergy_HSA=-3.88. (2) Synergy scores: CSS=-0.643, Synergy_ZIP=-5.82, Synergy_Bliss=-9.91, Synergy_Loewe=-9.41, Synergy_HSA=-8.78. Drug 1: CC1C(C(CC(O1)OC2CC(CC3=C2C(=C4C(=C3O)C(=O)C5=C(C4=O)C(=CC=C5)OC)O)(C(=O)C)O)N)O.Cl. Drug 2: CCCCC(=O)OCC(=O)C1(CC(C2=C(C1)C(=C3C(=C2O)C(=O)C4=C(C3=O)C=CC=C4OC)O)OC5CC(C(C(O5)C)O)NC(=O)C(F)(F)F)O. Cell line: RXF 393. (3) Drug 1: CN(C)N=NC1=C(NC=N1)C(=O)N. Drug 2: CN(CCCl)CCCl.Cl. Cell line: SF-539. Synergy scores: CSS=-5.56, Synergy_ZIP=-4.99, Synergy_Bliss=-14.0, Synergy_Loewe=-18.4, Synergy_HSA=-14.2. (4) Drug 1: CC1OCC2C(O1)C(C(C(O2)OC3C4COC(=O)C4C(C5=CC6=C(C=C35)OCO6)C7=CC(=C(C(=C7)OC)O)OC)O)O. Drug 2: C(CN)CNCCSP(=O)(O)O. Cell line: SNB-19. Synergy scores: CSS=4.50, Synergy_ZIP=3.37, Synergy_Bliss=6.25, Synergy_Loewe=-15.9, Synergy_HSA=0.354. (5) Drug 1: C1CN1C2=NC(=NC(=N2)N3CC3)N4CC4. Drug 2: C1CCN(CC1)CCOC2=CC=C(C=C2)C(=O)C3=C(SC4=C3C=CC(=C4)O)C5=CC=C(C=C5)O. Cell line: U251. Synergy scores: CSS=31.3, Synergy_ZIP=5.99, Synergy_Bliss=8.70, Synergy_Loewe=-0.810, Synergy_HSA=1.37. (6) Drug 1: CN1CCC(CC1)COC2=C(C=C3C(=C2)N=CN=C3NC4=C(C=C(C=C4)Br)F)OC. Drug 2: C1=CC(=CC=C1CC(C(=O)O)N)N(CCCl)CCCl.Cl. Cell line: RPMI-8226. Synergy scores: CSS=26.9, Synergy_ZIP=-4.66, Synergy_Bliss=6.20, Synergy_Loewe=-4.60, Synergy_HSA=-0.504.